From a dataset of NCI-60 drug combinations with 297,098 pairs across 59 cell lines. Regression. Given two drug SMILES strings and cell line genomic features, predict the synergy score measuring deviation from expected non-interaction effect. (1) Drug 1: CN(C(=O)NC(C=O)C(C(C(CO)O)O)O)N=O. Drug 2: CC(C)NC(=O)C1=CC=C(C=C1)CNNC.Cl. Cell line: SK-MEL-28. Synergy scores: CSS=1.28, Synergy_ZIP=-1.27, Synergy_Bliss=-1.60, Synergy_Loewe=-2.91, Synergy_HSA=-2.19. (2) Drug 1: CCCS(=O)(=O)NC1=C(C(=C(C=C1)F)C(=O)C2=CNC3=C2C=C(C=N3)C4=CC=C(C=C4)Cl)F. Drug 2: CC1=CC2C(CCC3(C2CCC3(C(=O)C)OC(=O)C)C)C4(C1=CC(=O)CC4)C. Cell line: COLO 205. Synergy scores: CSS=55.3, Synergy_ZIP=13.6, Synergy_Bliss=13.9, Synergy_Loewe=-5.03, Synergy_HSA=11.9. (3) Drug 1: CC1=C(C(=O)C2=C(C1=O)N3CC4C(C3(C2COC(=O)N)OC)N4)N. Drug 2: N.N.Cl[Pt+2]Cl. Cell line: BT-549. Synergy scores: CSS=34.2, Synergy_ZIP=-8.91, Synergy_Bliss=-3.21, Synergy_Loewe=3.03, Synergy_HSA=4.16.